Task: Predict the product of the given reaction.. Dataset: Forward reaction prediction with 1.9M reactions from USPTO patents (1976-2016) (1) Given the reactants [F:1][C:2]1[CH:3]=[C:4]([CH2:9][C:10]([NH:12][C@H:13]([C:15]([OH:17])=O)[CH3:14])=[O:11])[CH:5]=[C:6]([F:8])[CH:7]=1.Cl.[CH3:19][O:20][C:21](=[O:27])[C@@H:22]1[CH2:26][CH2:25][CH2:24][NH:23]1, predict the reaction product. The product is: [CH3:19][O:20][C:21](=[O:27])[C@@H:22]1[CH2:26][CH2:25][CH2:24][N:23]1[C:15](=[O:17])[C@H:13]([CH3:14])[NH:12][C:10](=[O:11])[CH2:9][C:4]1[CH:5]=[C:6]([F:8])[CH:7]=[C:2]([F:1])[CH:3]=1. (2) Given the reactants C([N:8]1[CH2:14][CH2:13][C:12](=[O:15])[NH:11][CH:10]([CH3:16])[CH2:9]1)C1C=CC=CC=1, predict the reaction product. The product is: [CH3:16][CH:10]1[NH:11][C:12](=[O:15])[CH2:13][CH2:14][NH:8][CH2:9]1. (3) Given the reactants C[Si](C)(C)CCOC[N:7]1[C:11]([C:12]([C:14]2[CH:23]=[CH:22][C:17]3[NH:18][C:19](=[O:21])[S:20][C:16]=3[CH:15]=2)=[O:13])=[CH:10][CH:9]=[N:8]1.[ClH:26], predict the reaction product. The product is: [ClH:26].[NH:7]1[C:11]([C:12]([C:14]2[CH:23]=[CH:22][C:17]3[NH:18][C:19](=[O:21])[S:20][C:16]=3[CH:15]=2)=[O:13])=[CH:10][CH:9]=[N:8]1. (4) Given the reactants [F:1][CH:2]([CH2:6][CH2:7][C:8]1[CH:13]=[CH:12][CH:11]=[CH:10][CH:9]=1)[C:3]([OH:5])=O.Br.[NH:15]1[CH2:19][CH2:18][C@H:17]([S:20][C:21]2[CH:26]=[CH:25][C:24]([OH:27])=[CH:23][CH:22]=2)[CH2:16]1, predict the reaction product. The product is: [F:1][CH:2]([CH2:6][CH2:7][C:8]1[CH:13]=[CH:12][CH:11]=[CH:10][CH:9]=1)[C:3]([N:15]1[CH2:19][CH2:18][C@H:17]([S:20][C:21]2[CH:26]=[CH:25][C:24]([OH:27])=[CH:23][CH:22]=2)[CH2:16]1)=[O:5]. (5) Given the reactants C([O:3][C:4](=[O:41])[C:5]([CH3:40])([O:7][C:8]1[CH:13]=[CH:12][C:11]([O:14][CH2:15][CH2:16][CH:17]([O:21][C:22]2[CH:36]=[CH:35][C:25]3[C:26]([C:29]4[CH:34]=[CH:33][CH:32]=[CH:31][CH:30]=4)=[N:27][O:28][C:24]=3[C:23]=2[CH2:37][CH2:38][CH3:39])[CH2:18][CH2:19][CH3:20])=[CH:10][CH:9]=1)[CH3:6])C.[OH-].[Na+].Cl, predict the reaction product. The product is: [CH3:40][C:5]([O:7][C:8]1[CH:9]=[CH:10][C:11]([O:14][CH2:15][CH2:16][CH:17]([O:21][C:22]2[CH:36]=[CH:35][C:25]3[C:26]([C:29]4[CH:30]=[CH:31][CH:32]=[CH:33][CH:34]=4)=[N:27][O:28][C:24]=3[C:23]=2[CH2:37][CH2:38][CH3:39])[CH2:18][CH2:19][CH3:20])=[CH:12][CH:13]=1)([CH3:6])[C:4]([OH:41])=[O:3]. (6) Given the reactants [Br:1][C:2]1[CH:3]=[C:4]2[C:10](I)=[N:9][N:8]([CH:12]3[CH2:17][CH2:16][CH2:15][CH2:14][O:13]3)[C:5]2=[CH:6][N:7]=1.[C:18]1(B(O)O)[CH:23]=[CH:22][CH:21]=[CH:20][CH:19]=1.ClCCl.C(=O)([O-])[O-].[Na+].[Na+].C([O-])(=O)C.[K+], predict the reaction product. The product is: [Br:1][C:2]1[CH:3]=[C:4]2[C:10]([C:18]3[CH:23]=[CH:22][CH:21]=[CH:20][CH:19]=3)=[N:9][N:8]([CH:12]3[CH2:17][CH2:16][CH2:15][CH2:14][O:13]3)[C:5]2=[CH:6][N:7]=1. (7) Given the reactants [NH2:1][C:2]1[CH:21]=[CH:20][C:5]([O:6][C:7]2[N:12]=[CH:11][N:10]=[C:9]([NH:13][C:14]3[CH:19]=[CH:18][CH:17]=[CH:16][CH:15]=3)[CH:8]=2)=[CH:4][CH:3]=1.C1([O:28][C:29](=O)[NH:30][C:31]2[CH:36]=[CH:35][CH:34]=[C:33]([S:37]([CH3:40])(=[O:39])=[O:38])[CH:32]=2)C=CC=CC=1.O, predict the reaction product. The product is: [CH3:40][S:37]([C:33]1[CH:32]=[C:31]([NH:30][C:29]([NH:1][C:2]2[CH:21]=[CH:20][C:5]([O:6][C:7]3[CH:8]=[C:9]([NH:13][C:14]4[CH:19]=[CH:18][CH:17]=[CH:16][CH:15]=4)[N:10]=[CH:11][N:12]=3)=[CH:4][CH:3]=2)=[O:28])[CH:36]=[CH:35][CH:34]=1)(=[O:38])=[O:39]. (8) Given the reactants [CH3:1][N:2]([C:15]1[CH:20]=[C:19]([O:21][C:22]2[CH:23]=[C:24]3[C:28](=[CH:29][CH:30]=2)[N:27]([C:31](=[O:34])[NH:32][CH3:33])[CH:26]=[CH:25]3)[CH:18]=[CH:17][N:16]=1)[C:3](=O)[O:4]C1C=CC([N+]([O-])=O)=CC=1.[NH3:35], predict the reaction product. The product is: [CH3:33][NH:32][C:31]([N:27]1[C:28]2[C:24](=[CH:23][C:22]([O:21][C:19]3[CH:18]=[CH:17][N:16]=[C:15]([N:2]([CH3:1])[C:3]([NH2:35])=[O:4])[CH:20]=3)=[CH:30][CH:29]=2)[CH:25]=[CH:26]1)=[O:34]. (9) Given the reactants C([O:9][CH2:10][C@H:11]1[C@H:15](/[C:16](/[CH2:19][CH:20]2[O:24][CH2:23][CH2:22][O:21]2)=[N:17]/[OH:18])[O:14][C:13]([CH3:26])([CH3:25])[O:12]1)(=O)C1C=CC=CC=1.[OH-].[Na+].CC(OC)(C)C, predict the reaction product. The product is: [O:24]1[CH2:23][CH2:22][O:21][CH:20]1[CH2:19][C:16]([C@H:15]1[C@H:11]([CH2:10][OH:9])[O:12][C:13]([CH3:26])([CH3:25])[O:14]1)=[N:17][OH:18]. (10) Given the reactants [Br:1][C:2]1[CH:7]=[CH:6][CH:5]=[CH:4][C:3]=1I.C([Mg]Cl)(C)C.[CH3:14][C:15]1[CH:16]=[C:17]([P:22]([C:24]2[CH:29]=[C:28]([CH3:30])[CH:27]=[C:26]([CH3:31])[CH:25]=2)Cl)[CH:18]=[C:19]([CH3:21])[CH:20]=1, predict the reaction product. The product is: [Br:1][C:2]1[CH:7]=[CH:6][CH:5]=[CH:4][C:3]=1[P:22]([C:24]1[CH:25]=[C:26]([CH3:31])[CH:27]=[C:28]([CH3:30])[CH:29]=1)[C:17]1[CH:16]=[C:15]([CH3:14])[CH:20]=[C:19]([CH3:21])[CH:18]=1.